From a dataset of Forward reaction prediction with 1.9M reactions from USPTO patents (1976-2016). Predict the product of the given reaction. (1) Given the reactants [CH3:1][C:2]1[C:6]([C:7]2[CH:16]=[C:15]3[C:10]([C:11]([NH:18][CH:19]([CH3:23])[CH2:20][O:21][CH3:22])=[C:12]([NH2:17])[CH:13]=[N:14]3)=[CH:9][C:8]=2[O:24][CH3:25])=[C:5]([CH3:26])[O:4][N:3]=1.[N:27]([CH2:30][CH2:31][N:32]1[CH2:37][CH2:36][O:35][CH2:34][CH2:33]1)=[C:28]=S, predict the reaction product. The product is: [CH3:1][C:2]1[C:6]([C:7]2[C:8]([O:24][CH3:25])=[CH:9][C:10]3[C:11]4[N:18]([CH:19]([CH3:23])[CH2:20][O:21][CH3:22])[C:28]([NH:27][CH2:30][CH2:31][N:32]5[CH2:37][CH2:36][O:35][CH2:34][CH2:33]5)=[N:17][C:12]=4[CH:13]=[N:14][C:15]=3[CH:16]=2)=[C:5]([CH3:26])[O:4][N:3]=1. (2) Given the reactants [CH2:1]([O:8][C:9]([N:11]1[CH2:15][C@H:14]([OH:16])[CH2:13][C@H:12]1[C:17]([OH:19])=O)=[O:10])[C:2]1[CH:7]=[CH:6][CH:5]=[CH:4][CH:3]=1.C(N(CC)C(C)C)(C)C.C(Cl)(=O)C(C)(C)C.[CH2:36]([CH:43]1[CH2:48][CH2:47][NH:46][CH2:45][CH2:44]1)[C:37]1[CH:42]=[CH:41][CH:40]=[CH:39][CH:38]=1, predict the reaction product. The product is: [CH2:1]([O:8][C:9]([N:11]1[CH2:15][C@H:14]([OH:16])[CH2:13][C@H:12]1[C:17]([N:46]1[CH2:47][CH2:48][CH:43]([CH2:36][C:37]2[CH:42]=[CH:41][CH:40]=[CH:39][CH:38]=2)[CH2:44][CH2:45]1)=[O:19])=[O:10])[C:2]1[CH:3]=[CH:4][CH:5]=[CH:6][CH:7]=1. (3) Given the reactants [CH3:1][O:2][C:3]([C:5]1([NH:12][C:13](=[O:23])[C:14]2[CH:19]=[CH:18][C:17]([O:20][CH3:21])=[C:16](Br)[CH:15]=2)[CH2:10][CH2:9][CH:8]([CH3:11])[CH2:7][CH2:6]1)=[O:4].[F-].[K+].F[B-](F)(F)F.C([PH+](C(C)(C)C)C(C)(C)C)(C)(C)C.[Cl:44][C:45]1[C:46]([F:57])=[C:47](B(O)O)[C:48]([F:53])=[CH:49][C:50]=1[O:51][CH3:52].O=O, predict the reaction product. The product is: [CH3:1][O:2][C:3]([C:5]1([NH:12][C:13]([C:14]2[CH:15]=[C:16]([C:47]3[C:48]([F:53])=[CH:49][C:50]([O:51][CH3:52])=[C:45]([Cl:44])[C:46]=3[F:57])[C:17]([O:20][CH3:21])=[CH:18][CH:19]=2)=[O:23])[CH2:10][CH2:9][CH:8]([CH3:11])[CH2:7][CH2:6]1)=[O:4]. (4) Given the reactants [C:1]([C:3]1[CH:8]=[CH:7][C:6]([CH:9]2[CH2:14][CH2:13][N:12]([C:15]([C:17]3[CH:18]=[CH:19][C:20]([CH3:40])=[C:21]([NH:23][S:24]([CH2:27][CH2:28][N:29]4C(=O)C5C(=CC=CC=5)C4=O)(=[O:26])=[O:25])[CH:22]=3)=[O:16])[CH2:11][CH2:10]2)=[CH:5][CH:4]=1)#[N:2].O.NN, predict the reaction product. The product is: [NH2:29][CH2:28][CH2:27][S:24]([NH:23][C:21]1[CH:22]=[C:17]([C:15]([N:12]2[CH2:13][CH2:14][CH:9]([C:6]3[CH:7]=[CH:8][C:3]([C:1]#[N:2])=[CH:4][CH:5]=3)[CH2:10][CH2:11]2)=[O:16])[CH:18]=[CH:19][C:20]=1[CH3:40])(=[O:25])=[O:26]. (5) Given the reactants [NH2:1][C:2]1[C:7]([OH:8])=[C:6]([F:9])[C:5]([F:10])=[CH:4][CH:3]=1.Cl[CH2:12][C:13](Cl)=[O:14].C([O-])([O-])=O.[K+].[K+], predict the reaction product. The product is: [F:10][C:5]1[CH:4]=[CH:3][C:2]2[NH:1][C:13](=[O:14])[CH2:12][O:8][C:7]=2[C:6]=1[F:9]. (6) Given the reactants [H-].[Na+].[CH3:3][O:4][N:5]([CH3:17])[C:6](=[O:16])[CH2:7]P(=O)(OCC)OCC.[F:18][C:19]1[C:20]([O:28][CH3:29])=[C:21]([C:24]([F:27])=[CH:25][CH:26]=1)[CH:22]=O, predict the reaction product. The product is: [F:18][C:19]1[C:20]([O:28][CH3:29])=[C:21](/[CH:22]=[CH:7]/[C:6]([N:5]([O:4][CH3:3])[CH3:17])=[O:16])[C:24]([F:27])=[CH:25][CH:26]=1. (7) The product is: [Cl:1][C:2]1[N:7]=[CH:6][N:5]=[C:4]([C:8]([NH:10][C:11]2[CH:16]=[CH:15][C:14]([S:17]([NH:22][CH2:23][CH2:24][CH2:25][C:26]([O:28][CH2:29][CH3:30])=[O:27])(=[O:19])=[O:18])=[CH:13][C:12]=2[CH3:21])=[O:9])[CH:3]=1. Given the reactants [Cl:1][C:2]1[N:7]=[CH:6][N:5]=[C:4]([C:8]([NH:10][C:11]2[CH:16]=[CH:15][C:14]([S:17](Cl)(=[O:19])=[O:18])=[CH:13][C:12]=2[CH3:21])=[O:9])[CH:3]=1.[NH2:22][CH2:23][CH2:24][CH2:25][C:26]([O:28][CH2:29][CH3:30])=[O:27].C(NC(C)C)(C)C, predict the reaction product.